This data is from HIV replication inhibition screening data with 41,000+ compounds from the AIDS Antiviral Screen. The task is: Binary Classification. Given a drug SMILES string, predict its activity (active/inactive) in a high-throughput screening assay against a specified biological target. (1) The compound is CC(=O)NC1c2ccccc2C(C)(C)C12CCC1(CC2)OCCO1. The result is 0 (inactive). (2) The molecule is C=C(C)C12CC(C)C34OC(CCCCCCCCCCC)(OC1C3C1OC1(CO)C(O)C1(O)C(=O)C(C)=CC14C)O2. The result is 1 (active). (3) The molecule is CNNC(=NS(=O)(=O)c1cc(C#N)c(NNC)cc1S)NNC. The result is 0 (inactive). (4) The drug is OC1CCC(Cl)C2=C1C13CC14OCCC3OC2C4Cl. The result is 0 (inactive). (5) The molecule is CCCCCCC1=C(O)C(=O)C(CCCCCC)=C(O)C1=O. The result is 0 (inactive). (6) The compound is CCCNCCCC(NC(C)=O)C(=O)NCc1ccccc1. The result is 0 (inactive). (7) The compound is COc1cc2c(cc1OC)C(=O)Cc1ccc3c(c1CNCC2)OCO3. The result is 0 (inactive).